From a dataset of NCI-60 drug combinations with 297,098 pairs across 59 cell lines. Regression. Given two drug SMILES strings and cell line genomic features, predict the synergy score measuring deviation from expected non-interaction effect. (1) Drug 1: C1=NC2=C(N1)C(=S)N=CN2. Drug 2: C1CC(=O)NC(=O)C1N2C(=O)C3=CC=CC=C3C2=O. Cell line: SF-539. Synergy scores: CSS=31.3, Synergy_ZIP=5.36, Synergy_Bliss=5.32, Synergy_Loewe=-30.8, Synergy_HSA=3.88. (2) Drug 1: C1=CC=C(C(=C1)C(C2=CC=C(C=C2)Cl)C(Cl)Cl)Cl. Drug 2: C1=NC2=C(N=C(N=C2N1C3C(C(C(O3)CO)O)F)Cl)N. Cell line: IGROV1. Synergy scores: CSS=1.73, Synergy_ZIP=-2.68, Synergy_Bliss=-4.65, Synergy_Loewe=-2.58, Synergy_HSA=-2.59. (3) Drug 1: CC1=C(C=C(C=C1)C(=O)NC2=CC(=CC(=C2)C(F)(F)F)N3C=C(N=C3)C)NC4=NC=CC(=N4)C5=CN=CC=C5. Drug 2: C1=NNC2=C1C(=O)NC=N2. Cell line: HT29. Synergy scores: CSS=1.09, Synergy_ZIP=0.182, Synergy_Bliss=0.859, Synergy_Loewe=-3.04, Synergy_HSA=-0.757. (4) Drug 1: C1=NC2=C(N=C(N=C2N1C3C(C(C(O3)CO)O)F)Cl)N. Drug 2: CC1C(C(CC(O1)OC2CC(CC3=C2C(=C4C(=C3O)C(=O)C5=CC=CC=C5C4=O)O)(C(=O)C)O)N)O. Cell line: NCI-H226. Synergy scores: CSS=50.2, Synergy_ZIP=-2.86, Synergy_Bliss=-0.909, Synergy_Loewe=0.0556, Synergy_HSA=3.21. (5) Drug 1: C1=CC(=CC=C1C#N)C(C2=CC=C(C=C2)C#N)N3C=NC=N3. Drug 2: C1=NC2=C(N=C(N=C2N1C3C(C(C(O3)CO)O)F)Cl)N. Cell line: BT-549. Synergy scores: CSS=1.47, Synergy_ZIP=4.98, Synergy_Bliss=15.3, Synergy_Loewe=-2.81, Synergy_HSA=2.46. (6) Drug 1: CS(=O)(=O)C1=CC(=C(C=C1)C(=O)NC2=CC(=C(C=C2)Cl)C3=CC=CC=N3)Cl. Drug 2: C(=O)(N)NO. Cell line: HCC-2998. Synergy scores: CSS=9.54, Synergy_ZIP=-2.67, Synergy_Bliss=5.18, Synergy_Loewe=2.80, Synergy_HSA=4.42. (7) Drug 1: CCC1(CC2CC(C3=C(CCN(C2)C1)C4=CC=CC=C4N3)(C5=C(C=C6C(=C5)C78CCN9C7C(C=CC9)(C(C(C8N6C=O)(C(=O)OC)O)OC(=O)C)CC)OC)C(=O)OC)O.OS(=O)(=O)O. Drug 2: CC1=C(N=C(N=C1N)C(CC(=O)N)NCC(C(=O)N)N)C(=O)NC(C(C2=CN=CN2)OC3C(C(C(C(O3)CO)O)O)OC4C(C(C(C(O4)CO)O)OC(=O)N)O)C(=O)NC(C)C(C(C)C(=O)NC(C(C)O)C(=O)NCCC5=NC(=CS5)C6=NC(=CS6)C(=O)NCCC[S+](C)C)O. Cell line: PC-3. Synergy scores: CSS=12.1, Synergy_ZIP=-1.73, Synergy_Bliss=-1.13, Synergy_Loewe=-1.65, Synergy_HSA=-0.563. (8) Drug 1: CC1OCC2C(O1)C(C(C(O2)OC3C4COC(=O)C4C(C5=CC6=C(C=C35)OCO6)C7=CC(=C(C(=C7)OC)O)OC)O)O. Drug 2: CCCCCOC(=O)NC1=NC(=O)N(C=C1F)C2C(C(C(O2)C)O)O. Cell line: NCI-H322M. Synergy scores: CSS=7.92, Synergy_ZIP=-1.37, Synergy_Bliss=4.45, Synergy_Loewe=-1.92, Synergy_HSA=2.21. (9) Drug 1: CN(C)C1=NC(=NC(=N1)N(C)C)N(C)C. Drug 2: CC1=C(C=C(C=C1)C(=O)NC2=CC(=CC(=C2)C(F)(F)F)N3C=C(N=C3)C)NC4=NC=CC(=N4)C5=CN=CC=C5. Cell line: HOP-92. Synergy scores: CSS=-4.58, Synergy_ZIP=0.223, Synergy_Bliss=-4.16, Synergy_Loewe=-6.60, Synergy_HSA=-5.28.